Dataset: Peptide-MHC class II binding affinity with 134,281 pairs from IEDB. Task: Regression. Given a peptide amino acid sequence and an MHC pseudo amino acid sequence, predict their binding affinity value. This is MHC class II binding data. (1) The peptide sequence is HVGAKQENWNTDIKT. The MHC is HLA-DQA10103-DQB10603 with pseudo-sequence HLA-DQA10103-DQB10603. The binding affinity (normalized) is 0. (2) The binding affinity (normalized) is 0.101. The MHC is HLA-DQA10501-DQB10301 with pseudo-sequence HLA-DQA10501-DQB10301. The peptide sequence is INRQILDNAAKYVEH. (3) The peptide sequence is GGSLRLSCAASGFTF. The MHC is DRB1_0101 with pseudo-sequence DRB1_0101. The binding affinity (normalized) is 1.00. (4) The peptide sequence is DVKFPGGGQIVVGVY. The MHC is HLA-DQA10501-DQB10301 with pseudo-sequence HLA-DQA10501-DQB10301. The binding affinity (normalized) is 0.675. (5) The peptide sequence is SNNGIKQQGIRYANP. The MHC is DRB3_0202 with pseudo-sequence DRB3_0202. The binding affinity (normalized) is 0.248.